From a dataset of Forward reaction prediction with 1.9M reactions from USPTO patents (1976-2016). Predict the product of the given reaction. Given the reactants [CH2:1]([N:8](C)[C:9]1[N:13]([C:14]2[N:22]=[C:21]3[C:17]([N:18]=[C:19]([CH2:24][N:25]4[CH2:30][CH2:29][CH:28]([C:31]([OH:34])([CH3:33])[CH3:32])[CH2:27][CH2:26]4)[N:20]3[CH3:23])=[C:16]([N:35]3[CH2:40][CH2:39][O:38][CH2:37][CH2:36]3)[N:15]=2)[C:12]2[CH:41]=[CH:42][CH:43]=[CH:44][C:11]=2[N:10]=1)C1C=CC=CC=1.C(O)(=O)C, predict the reaction product. The product is: [CH3:23][N:20]1[C:19]([CH2:24][N:25]2[CH2:30][CH2:29][CH:28]([C:31]([OH:34])([CH3:33])[CH3:32])[CH2:27][CH2:26]2)=[N:18][C:17]2[C:21]1=[N:22][C:14]([N:13]1[C:12]3[CH:41]=[CH:42][CH:43]=[CH:44][C:11]=3[N:10]=[C:9]1[NH:8][CH3:1])=[N:15][C:16]=2[N:35]1[CH2:36][CH2:37][O:38][CH2:39][CH2:40]1.